Dataset: Peptide-MHC class I binding affinity with 185,985 pairs from IEDB/IMGT. Task: Regression. Given a peptide amino acid sequence and an MHC pseudo amino acid sequence, predict their binding affinity value. This is MHC class I binding data. The peptide sequence is YLVAYQATV. The MHC is H-2-Kb with pseudo-sequence H-2-Kb. The binding affinity (normalized) is 0.206.